Dataset: Reaction yield outcomes from USPTO patents with 853,638 reactions. Task: Predict the reaction yield, written as a fraction of the theoretical maximum amount of product (1.0 means a 100% yield; for example, 0.34 means a 34% yield). The product is [O:20]=[C:17]1[C:8]2[CH:9]=[CH:10][CH:11]=[C:12]3[O:13][C:14]4[CH:15]=[CH:16][C:3]([CH2:2][O:1][P:21](=[O:22])([O:31][CH2:32][C:33]5[CH:38]=[CH:37][CH:36]=[CH:35][CH:34]=5)[O:23][CH2:24][C:25]5[CH:30]=[CH:29][CH:28]=[CH:27][CH:26]=5)=[CH:4][C:5]=4[C:6]([C:7]=23)=[N:19][NH:18]1. The reactants are [OH:1][CH2:2][C:3]1[CH:16]=[CH:15][C:14]2[O:13][C:12]3[C:7]4=[C:8]([C:17](=[O:20])[NH:18][N:19]=[C:6]4[C:5]=2[CH:4]=1)[CH:9]=[CH:10][CH:11]=3.[P:21]([O-])([O:31][CH2:32][C:33]1[CH:38]=[CH:37][CH:36]=[CH:35][CH:34]=1)([O:23][CH2:24][C:25]1[CH:30]=[CH:29][CH:28]=[CH:27][CH:26]=1)=[O:22].C1(P(C2C=CC=CC=2)C2C=CC=CC=2)C=CC=CC=1.N(C(OC(C)C)=O)=NC(OC(C)C)=O. The yield is 0.400. The catalyst is CN(C=O)C.